Dataset: NCI-60 drug combinations with 297,098 pairs across 59 cell lines. Task: Regression. Given two drug SMILES strings and cell line genomic features, predict the synergy score measuring deviation from expected non-interaction effect. (1) Drug 1: CCC1(CC2CC(C3=C(CCN(C2)C1)C4=CC=CC=C4N3)(C5=C(C=C6C(=C5)C78CCN9C7C(C=CC9)(C(C(C8N6C)(C(=O)OC)O)OC(=O)C)CC)OC)C(=O)OC)O.OS(=O)(=O)O. Drug 2: C1C(C(OC1N2C=NC(=NC2=O)N)CO)O. Cell line: LOX IMVI. Synergy scores: CSS=9.17, Synergy_ZIP=-7.80, Synergy_Bliss=-6.24, Synergy_Loewe=-4.27, Synergy_HSA=-3.75. (2) Drug 1: C1C(C(OC1N2C=NC3=C(N=C(N=C32)Cl)N)CO)O. Drug 2: C1=CC=C(C(=C1)C(C2=CC=C(C=C2)Cl)C(Cl)Cl)Cl. Cell line: HL-60(TB). Synergy scores: CSS=75.0, Synergy_ZIP=-6.48, Synergy_Bliss=-9.22, Synergy_Loewe=-38.9, Synergy_HSA=-8.82. (3) Drug 1: CCCS(=O)(=O)NC1=C(C(=C(C=C1)F)C(=O)C2=CNC3=C2C=C(C=N3)C4=CC=C(C=C4)Cl)F. Drug 2: CC1CCC2CC(C(=CC=CC=CC(CC(C(=O)C(C(C(=CC(C(=O)CC(OC(=O)C3CCCCN3C(=O)C(=O)C1(O2)O)C(C)CC4CCC(C(C4)OC)OCCO)C)C)O)OC)C)C)C)OC. Cell line: NCI/ADR-RES. Synergy scores: CSS=7.88, Synergy_ZIP=-0.630, Synergy_Bliss=-0.207, Synergy_Loewe=-9.79, Synergy_HSA=-1.09.